Task: Predict the product of the given reaction.. Dataset: Forward reaction prediction with 1.9M reactions from USPTO patents (1976-2016) Given the reactants [Cl:1][C:2]1[CH:3]=[N:4][C:5]2[C:10]([C:11]=1[NH:12][C:13]([C@H:15]1[O:20][CH2:19][C@H:18]([NH:21]C(=O)OC(C)(C)C)[CH2:17][CH2:16]1)=[O:14])=[CH:9][C:8]([O:29][CH3:30])=[CH:7][CH:6]=2.FC1C=NC2C(C=1CC[C@H]1OC[C@H](N)CC1)=NC(OC)=CC=2, predict the reaction product. The product is: [NH2:21][C@H:18]1[CH2:19][O:20][C@H:15]([C:13]([NH:12][C:11]2[C:10]3[C:5](=[CH:6][CH:7]=[C:8]([O:29][CH3:30])[CH:9]=3)[N:4]=[CH:3][C:2]=2[Cl:1])=[O:14])[CH2:16][CH2:17]1.